This data is from Peptide-MHC class I binding affinity with 185,985 pairs from IEDB/IMGT. The task is: Regression. Given a peptide amino acid sequence and an MHC pseudo amino acid sequence, predict their binding affinity value. This is MHC class I binding data. (1) The peptide sequence is KRFLNGAKY. The MHC is HLA-B15:09 with pseudo-sequence HLA-B15:09. The binding affinity (normalized) is 0.0847. (2) The peptide sequence is GTRAENRTY. The MHC is Mamu-A01 with pseudo-sequence Mamu-A01. The binding affinity (normalized) is 0.0123.